Predict the reaction yield, written as a fraction of the theoretical maximum amount of product (1.0 means a 100% yield; for example, 0.34 means a 34% yield). From a dataset of Reaction yield outcomes from USPTO patents with 853,638 reactions. (1) The reactants are [OH-].[Na+].C[O:4][C:5](=[O:25])[CH2:6][CH2:7][CH2:8][CH2:9][CH2:10][CH2:11][CH2:12][N:13]1[CH:17]=[C:16]([C:18]2[CH:23]=[CH:22][CH:21]=[CH:20][C:19]=2[OH:24])[N:15]=[CH:14]1. The catalyst is O.CO. The product is [OH:24][C:19]1[CH:20]=[CH:21][CH:22]=[CH:23][C:18]=1[C:16]1[N:15]=[CH:14][N:13]([CH2:12][CH2:11][CH2:10][CH2:9][CH2:8][CH2:7][CH2:6][C:5]([OH:25])=[O:4])[CH:17]=1. The yield is 0.680. (2) The reactants are [CH3:1][C:2]1[CH:3]=[C:4]([N:9]2[C:13](=[O:14])[C:12]([CH:15]=O)=[C:11]([CH3:17])[NH:10]2)[CH:5]=[CH:6][C:7]=1[CH3:8].Cl.[NH2:19][C:20]1[C:21]([OH:35])=[C:22]([C:26]2[CH:31]=[CH:30][CH:29]=[C:28]([C:32]([OH:34])=[O:33])[CH:27]=2)[CH:23]=[CH:24][CH:25]=1.C([O-])(=O)C.[Na+].Cl. The catalyst is C(O)C. The product is [CH3:1][C:2]1[CH:3]=[C:4]([N:9]2[C:13](=[O:14])[C:12](=[CH:15][NH:19][C:20]3[C:21]([OH:35])=[C:22]([C:26]4[CH:31]=[CH:30][CH:29]=[C:28]([C:32]([OH:34])=[O:33])[CH:27]=4)[CH:23]=[CH:24][CH:25]=3)[C:11]([CH3:17])=[N:10]2)[CH:5]=[CH:6][C:7]=1[CH3:8]. The yield is 0.740. (3) The reactants are [CH3:1][C@@H:2]1[CH2:7][NH:6][CH2:5][CH2:4][NH:3]1.Br[C:9]1[CH:14]=[CH:13][CH:12]=[CH:11][N:10]=1. No catalyst specified. The product is [CH3:1][C@H:2]1[NH:3][CH2:4][CH2:5][N:6]([C:9]2[CH:14]=[CH:13][CH:12]=[CH:11][N:10]=2)[CH2:7]1. The yield is 0.890. (4) The reactants are C1C=C(Cl)C=C(C(OO)=[O:9])C=1.[S:12]1[CH2:17][CH2:16][N:15]([CH2:18][CH2:19][CH2:20][N:21]2[C:29](=[O:30])[C:28]3[C:23](=[CH:24][CH:25]=[CH:26][CH:27]=3)[C:22]2=[O:31])[CH2:14][CH2:13]1. The catalyst is C(Cl)Cl. The product is [O:9]=[S:12]1[CH2:17][CH2:16][N:15]([CH2:18][CH2:19][CH2:20][N:21]2[C:22](=[O:31])[C:23]3[C:28](=[CH:27][CH:26]=[CH:25][CH:24]=3)[C:29]2=[O:30])[CH2:14][CH2:13]1. The yield is 0.370. (5) The reactants are [C:1]([C:3]1[CH:4]=[C:5]([CH:10]=[CH:11][C:12]=1[O:13][CH:14]([CH3:16])[CH3:15])[C:6]([O:8][CH3:9])=[O:7])#[N:2].[OH-].[Na+].FC(F)(F)C(OC1[C:29]([F:30])=[C:28]([F:31])[C:27]([F:32])=[C:26]([F:33])[C:25]=1[F:34])=O.C(N(CC)CC)C. The catalyst is CO.O. The product is [C:1]([C:3]1[CH:4]=[C:5]([CH:10]=[CH:11][C:12]=1[O:13][CH:14]([CH3:16])[CH3:15])[C:6]([O:8][C:9]1[C:29]([F:30])=[C:28]([F:31])[C:27]([F:32])=[C:26]([F:33])[C:25]=1[F:34])=[O:7])#[N:2]. The yield is 0.835. (6) The reactants are Cl[CH2:2][CH2:3][CH2:4][C:5]([C:7]1[CH:12]=[CH:11][C:10]([CH2:13][CH:14]([C:20]([O:22][CH2:23][CH3:24])=[O:21])[C:15]([O:17][CH2:18][CH3:19])=[O:16])=[CH:9][CH:8]=1)=[O:6].C(=O)([O-])[O-].[K+].[K+].[N:31]1[CH:36]=[CH:35][C:34]([C:37]([OH:50])([C:44]2[CH:49]=[CH:48][CH:47]=[CH:46][CH:45]=2)[C:38]2[CH:43]=[CH:42][CH:41]=[CH:40][CH:39]=2)=[CH:33][CH:32]=1. The catalyst is O.C(OCC)(=O)C.C1(C)C=CC=CC=1. The product is [OH:50][C:37]([C:44]1[CH:49]=[CH:48][CH:47]=[CH:46][CH:45]=1)([C:38]1[CH:39]=[CH:40][CH:41]=[CH:42][CH:43]=1)[CH:34]1[CH2:35][CH2:36][N:31]([CH2:2][CH2:3][CH2:4][C:5]([C:7]2[CH:12]=[CH:11][C:10]([CH2:13][CH:14]([C:20]([O:22][CH2:23][CH3:24])=[O:21])[C:15]([O:17][CH2:18][CH3:19])=[O:16])=[CH:9][CH:8]=2)=[O:6])[CH2:32][CH2:33]1. The yield is 0.990. (7) The product is [OH:34][C:31]1[CH:30]=[CH:29][C:28]([C:8]([C:5]2[CH:4]=[CH:3][C:2]([OH:1])=[CH:7][CH:6]=2)=[C:9]([C:13]2[CH:18]=[CH:17][C:16]([O:19][CH2:20][CH2:21][CH2:22][C:23]([OH:25])=[O:24])=[CH:15][CH:14]=2)[CH2:10][CH2:11][CH3:12])=[CH:33][CH:32]=1. The yield is 0.910. The reactants are [OH:1][C:2]1[CH:7]=[CH:6][C:5]([C:8]([C:28]2[CH:33]=[CH:32][C:31]([OH:34])=[CH:30][CH:29]=2)=[C:9]([C:13]2[CH:18]=[CH:17][C:16]([O:19][CH2:20][CH2:21][CH2:22][C:23]([O:25]CC)=[O:24])=[CH:15][CH:14]=2)[CH2:10][CH2:11][CH3:12])=[CH:4][CH:3]=1.[OH-].[Na+].CCO. The catalyst is C1COCC1.